This data is from Forward reaction prediction with 1.9M reactions from USPTO patents (1976-2016). The task is: Predict the product of the given reaction. (1) The product is: [Cl:1][C:2]1[N:3]=[C:4]([N:11]2[CH2:16][CH2:15][O:14][CH2:13][CH2:12]2)[C:5]2[O:10][C:9]([I:22])=[CH:8][C:6]=2[N:7]=1. Given the reactants [Cl:1][C:2]1[N:3]=[C:4]([N:11]2[CH2:16][CH2:15][O:14][CH2:13][CH2:12]2)[C:5]2[O:10][CH:9]=[CH:8][C:6]=2[N:7]=1.C([Li])CCC.[I:22]I, predict the reaction product. (2) Given the reactants [Br:1][C:2]1[CH:3]=[C:4]2[C:9](=[CH:10][CH:11]=1)[O:8][C:7]([CH2:12]Br)=[C:6]([C:14]1[CH:19]=[CH:18][CH:17]=[CH:16][CH:15]=1)[C:5]2=[O:20].[NH:21]1[CH2:26][CH2:25][O:24][CH2:23][CH2:22]1, predict the reaction product. The product is: [Br:1][C:2]1[CH:3]=[C:4]2[C:9](=[CH:10][CH:11]=1)[O:8][C:7]([CH2:12][N:21]1[CH2:26][CH2:25][O:24][CH2:23][CH2:22]1)=[C:6]([C:14]1[CH:19]=[CH:18][CH:17]=[CH:16][CH:15]=1)[C:5]2=[O:20]. (3) Given the reactants [CH3:1][O:2][C:3]1[N:8]=[C:7]([NH:9][CH:10]2[CH2:15][CH2:14][NH:13][CH2:12][CH2:11]2)[N:6]=[C:5]([NH:16][CH2:17][CH2:18][OH:19])[N:4]=1.[CH2:20]([O:22][C:23]1[CH:24]=[C:25]([CH:28]=[C:29]([O:32][CH2:33][CH3:34])[C:30]=1[F:31])[CH:26]=O)[CH3:21].C(N(C(C)C)C(C)C)C.C(O)(=O)C.C([BH3-])#N.[Na+].C(=O)([O-])[O-].[Na+].[Na+], predict the reaction product. The product is: [CH2:20]([O:22][C:23]1[CH:24]=[C:25]([CH:28]=[C:29]([O:32][CH2:33][CH3:34])[C:30]=1[F:31])[CH2:26][N:13]1[CH2:12][CH2:11][CH:10]([NH:9][C:7]2[N:8]=[C:3]([O:2][CH3:1])[N:4]=[C:5]([NH:16][CH2:17][CH2:18][OH:19])[N:6]=2)[CH2:15][CH2:14]1)[CH3:21]. (4) Given the reactants [Cl:1][C:2]1[CH:7]=[CH:6][C:5]([CH2:8][C:9]2[C:18]3[C:13](=[CH:14][CH:15]=[CH:16][CH:17]=3)[C:12](=[O:19])[N:11]([CH2:20][C@H:21]3[CH2:25][CH2:24][CH2:23][NH:22]3)[N:10]=2)=[CH:4][CH:3]=1.Br[CH2:27][CH2:28][CH2:29][NH:30][C:31](=[O:37])[O:32][C:33]([CH3:36])([CH3:35])[CH3:34].C(=O)([O-])[O-].[K+].[K+].[I-].[Na+], predict the reaction product. The product is: [Cl:1][C:2]1[CH:7]=[CH:6][C:5]([CH2:8][C:9]2[C:18]3[C:13](=[CH:14][CH:15]=[CH:16][CH:17]=3)[C:12](=[O:19])[N:11]([CH2:20][C@H:21]3[CH2:25][CH2:24][CH2:23][N:22]3[CH2:27][CH2:28][CH2:29][NH:30][C:31](=[O:37])[O:32][C:33]([CH3:36])([CH3:35])[CH3:34])[N:10]=2)=[CH:4][CH:3]=1. (5) Given the reactants C=O.S([O-])([O-])(=O)=O.[Na+].[Na+].[CH3:10][CH2:11][O:12][Si:13](OCC)([O:18][CH2:19][CH3:20])[CH2:14][CH2:15][CH2:16][NH2:17].[OH:24][C:25]1C=[CH:29][C:28](C([C:28]2[CH:29]=C[C:25]([OH:24])=[CH:26][CH:27]=2)(C)C)=[CH:27][CH:26]=1, predict the reaction product. The product is: [CH2:11]([O:12][SiH2:13][O:18][CH2:19][CH3:20])[CH3:10].[O:24]1[C:25]2[CH:26]=[CH:27][CH:28]=[CH:29][C:14]=2[CH:15]=[CH:16][NH:17]1.[O:24]1[C:25]2[CH:26]=[CH:27][CH:28]=[CH:29][C:14]=2[CH:15]=[CH:16][NH:17]1. (6) Given the reactants [C:1]12([O:18][CH2:17][CH2:16][O:15]1)[C:10]1[C:5](=[CH:6][CH:7]=[CH:8][CH:9]=1)[CH2:4][C@@H:3]([C:11](OC)=[O:12])[CH2:2]2.[H-].C([Al+]CC(C)C)C(C)C, predict the reaction product. The product is: [C:1]12([O:15][CH2:16][CH2:17][O:18]1)[C:10]1[C:5](=[CH:6][CH:7]=[CH:8][CH:9]=1)[CH2:4][C@@H:3]([CH:11]=[O:12])[CH2:2]2. (7) Given the reactants [CH2:1]([O:8][C:9]1[CH:10]=[C:11]([C@H:15]2[CH2:17][C@@H:16]2[CH2:18][OH:19])[CH:12]=[N:13][CH:14]=1)[C:2]1[CH:7]=[CH:6][CH:5]=[CH:4][CH:3]=1.C(N(CC)CC)C.[C:27](O[C:27](=[O:31])[CH:28]([CH3:30])[CH3:29])(=[O:31])[CH:28]([CH3:30])[CH3:29].CCOC(C)=O, predict the reaction product. The product is: [C:27]([O:19][CH2:18][C@H:16]1[CH2:17][C@@H:15]1[C:11]1[CH:12]=[N:13][CH:14]=[C:9]([O:8][CH2:1][C:2]2[CH:3]=[CH:4][CH:5]=[CH:6][CH:7]=2)[CH:10]=1)(=[O:31])[CH:28]([CH3:30])[CH3:29]. (8) Given the reactants [OH:1][C:2]1[CH:3]=[C:4](N[C@H](C(O)=O)C)[CH:5]=[CH:6][C:7]=1[OH:8].CC(S[C@@H]1O[C@H](CO)[C@H](O)[C@H](O)[C@H]1O)C.[NH2:30][C@H:31]([C:40]([OH:42])=[O:41])[CH2:32]C1C=CC(O)=CC=1, predict the reaction product. The product is: [O:41]=[C:40]([C@H:31]([CH2:32][C:4]1[CH:3]=[C:2]([OH:1])[C:7]([OH:8])=[CH:6][CH:5]=1)[NH2:30])[OH:42].